From a dataset of Tyrosyl-DNA phosphodiesterase HTS with 341,365 compounds. Binary Classification. Given a drug SMILES string, predict its activity (active/inactive) in a high-throughput screening assay against a specified biological target. (1) The compound is O=C(N)C1N(CCC1)C(=O)c1noc(c1)COc1cc2CCCCc2cc1. The result is 0 (inactive). (2) The result is 0 (inactive). The drug is Clc1c(cc(NC(=O)CN(CC(=O)NC2CCCCC2)C)cc1)C(F)(F)F. (3) The molecule is O(c1c(OCC)cc(cc1OCC)c1onc(n1)c1c(OC)cccc1)CC. The result is 0 (inactive). (4) The molecule is S(=O)(=O)(N1CCC(CC1)C(=O)NCC(OCC)OCC)c1cc2c(c3CCCCCc3nc2cc1)C(O)=O. The result is 0 (inactive). (5) The drug is O1C2C(OC)CC(C1(O)C(=O)C(=O)N1C(CCCC1)C(OC(C(C(O)CC(=O)C(C=C(CC(CC2OC)C)C)CC)C)\C(=C\C1CC(OC)C(O)CC1)C)=O)C. The result is 0 (inactive). (6) The drug is S(=O)(=O)(NCC(=O)N(CC1OCCC1)CC(=O)NC(C)(C)C)c1ccc(F)cc1. The result is 0 (inactive). (7) The result is 0 (inactive). The drug is Clc1ccc(CN2CC(CCC2)(Cc2c(F)cc(F)cc2)CO)cc1. (8) The compound is S(=O)(=O)(Nc1cc(c(cc1)C)C)c1cc2oc(=O)n(c2cc1)C. The result is 0 (inactive). (9) The compound is O(C(=O)c1n[nH]c2c1cccc2)CC(=O)Nc1ccc(OCC)cc1. The result is 0 (inactive). (10) The result is 0 (inactive). The compound is O=c1n(ncc2c(n(c(c12)C)Cc1ccccc1)C)CC(O)=O.